Dataset: Forward reaction prediction with 1.9M reactions from USPTO patents (1976-2016). Task: Predict the product of the given reaction. (1) Given the reactants C1CN([P+](ON2N=NC3C=CC=CC2=3)(N2CCCC2)N2CCCC2)CC1.F[P-](F)(F)(F)(F)F.C(N(CC)C(C)C)(C)C.[Cl:43][C:44]1[CH:45]=[CH:46][C:47]2[N:53]3[C:54]([CH:57]([CH3:59])[CH3:58])=[N:55][N:56]=[C:52]3[CH:51]([CH2:60][C:61](O)=[O:62])[O:50][CH:49]([C:64]3[CH:69]=[CH:68][CH:67]=[C:66]([O:70][CH3:71])[C:65]=3[O:72][CH3:73])[C:48]=2[CH:74]=1.[NH:75]1[CH2:80][CH2:79][CH2:78][CH:77]([C:81]([O:83][CH2:84][CH3:85])=[O:82])[CH2:76]1, predict the reaction product. The product is: [Cl:43][C:44]1[CH:45]=[CH:46][C:47]2[N:53]3[C:54]([CH:57]([CH3:59])[CH3:58])=[N:55][N:56]=[C:52]3[CH:51]([CH2:60][C:61]([N:75]3[CH2:80][CH2:79][CH2:78][CH:77]([C:81]([O:83][CH2:84][CH3:85])=[O:82])[CH2:76]3)=[O:62])[O:50][CH:49]([C:64]3[CH:69]=[CH:68][CH:67]=[C:66]([O:70][CH3:71])[C:65]=3[O:72][CH3:73])[C:48]=2[CH:74]=1. (2) Given the reactants C([O:5][C:6](=[O:31])[CH2:7][C:8]1[CH:13]=[CH:12][CH:11]=[C:10]([CH2:14][CH2:15][N:16]([CH2:21][CH2:22][CH2:23][C:24]2[CH:29]=[CH:28][CH:27]=[C:26]([Cl:30])[CH:25]=2)[S:17]([CH3:20])(=[O:19])=[O:18])[CH:9]=1)(C)(C)C, predict the reaction product. The product is: [Cl:30][C:26]1[CH:25]=[C:24]([CH2:23][CH2:22][CH2:21][N:16]([S:17]([CH3:20])(=[O:19])=[O:18])[CH2:15][CH2:14][C:10]2[CH:9]=[C:8]([CH2:7][C:6]([OH:31])=[O:5])[CH:13]=[CH:12][CH:11]=2)[CH:29]=[CH:28][CH:27]=1. (3) Given the reactants [NH2:1][C:2]1[C:7]([C:8]([C:10]2[CH:15]=[C:14]([F:16])[C:13]([Cl:17])=[CH:12][C:11]=2[O:18][CH3:19])=[O:9])=[CH:6][CH:5]=[C:4](Cl)[N:3]=1.FC(F)(F)C(O)=O.[CH3:28][S:29]([N:32]1[CH2:37][CH2:36][CH:35]([NH2:38])[CH2:34][CH2:33]1)(=[O:31])=[O:30], predict the reaction product. The product is: [NH2:1][C:2]1[C:7]([C:8]([C:10]2[CH:15]=[C:14]([F:16])[C:13]([Cl:17])=[CH:12][C:11]=2[O:18][CH3:19])=[O:9])=[CH:6][CH:5]=[C:4]([NH:38][CH:35]2[CH2:36][CH2:37][N:32]([S:29]([CH3:28])(=[O:31])=[O:30])[CH2:33][CH2:34]2)[N:3]=1. (4) Given the reactants Br[C:2]1[C:10]2[N:9]3[CH2:11][CH2:12][NH:13][C:14](=[O:15])[C:8]3=[CH:7][C:6]=2[CH:5]=[C:4]([C:16]#[N:17])[CH:3]=1.[Cl:18][C:19]1[CH:24]=[CH:23][C:22](B(O)O)=[CH:21][CH:20]=1, predict the reaction product. The product is: [Cl:18][C:19]1[CH:24]=[CH:23][C:22]([C:2]2[C:10]3[N:9]4[CH2:11][CH2:12][NH:13][C:14](=[O:15])[C:8]4=[CH:7][C:6]=3[CH:5]=[C:4]([C:16]#[N:17])[CH:3]=2)=[CH:21][CH:20]=1. (5) Given the reactants [H-].[Na+].[F:3][C:4]([F:37])([F:36])[O:5][C:6]1[CH:11]=[CH:10][C:9](/[CH:12]=[CH:13]/[C:14]2[O:15][CH:16]=[C:17]([CH2:19][O:20][C:21]3[CH:26]=[CH:25][C:24]([CH2:27][CH2:28][CH2:29][CH2:30][C:31]4[N:32]=[N:33][NH:34][N:35]=4)=[CH:23][CH:22]=3)[N:18]=2)=[CH:8][CH:7]=1.Br[CH2:39][CH2:40][OH:41], predict the reaction product. The product is: [F:37][C:4]([F:3])([F:36])[O:5][C:6]1[CH:7]=[CH:8][C:9]([CH:12]=[CH:13][C:14]2[O:15][CH:16]=[C:17]([CH2:19][O:20][C:21]3[CH:26]=[CH:25][C:24]([CH2:27][CH2:28][CH2:29][CH2:30][C:31]4[N:35]([CH2:39][CH2:40][OH:41])[N:34]=[N:33][N:32]=4)=[CH:23][CH:22]=3)[N:18]=2)=[CH:10][CH:11]=1. (6) Given the reactants [CH2:1]([O:8][C@@H:9]1[C@@H:15]([O:16][CH2:17][C:18]2[CH:23]=[CH:22][CH:21]=[CH:20][CH:19]=2)[C@H:14]([O:24][CH2:25][C:26]2[CH:31]=[CH:30][CH:29]=[CH:28][CH:27]=2)[C@@H:13]([CH2:32][O:33][CH2:34][C:35]2[CH:40]=[CH:39][CH:38]=[CH:37][CH:36]=2)[O:12][CH:10]1[OH:11])[C:2]1[CH:7]=[CH:6][CH:5]=[CH:4][CH:3]=1.[OH-].[Na+].C[Si](C)(C(C)(C)C)[O:45][CH2:46][CH2:47][CH2:48][CH2:49][CH2:50][CH2:51]Br, predict the reaction product. The product is: [CH2:1]([O:8][C@@H:9]1[C@@H:15]([O:16][CH2:17][C:18]2[CH:23]=[CH:22][CH:21]=[CH:20][CH:19]=2)[C@H:14]([O:24][CH2:25][C:26]2[CH:27]=[CH:28][CH:29]=[CH:30][CH:31]=2)[C@@H:13]([CH2:32][O:33][CH2:34][C:35]2[CH:36]=[CH:37][CH:38]=[CH:39][CH:40]=2)[O:12][CH:10]1[O:11][CH2:51][CH2:50][CH2:49][CH2:48][CH2:47][CH2:46][OH:45])[C:2]1[CH:3]=[CH:4][CH:5]=[CH:6][CH:7]=1. (7) Given the reactants [CH2:1]([O:8][C:9]1[CH:10]=[C:11]2[N:21]([C:22](OC(C)(C)C)=[O:23])[CH2:20][CH:19]([CH2:29][Cl:30])[C:12]2=[C:13]2[C:18]=1[N:17]=[CH:16][CH:15]=[CH:14]2)[C:2]1[CH:7]=[CH:6][CH:5]=[CH:4][CH:3]=1.Cl.[CH3:32][O:33][C:34]1[CH:35]=[C:36]2[C:40](=[CH:41][CH:42]=1)[NH:39][C:38](C(O)=O)=[CH:37]2.CCN=C=NCCCN(C)C, predict the reaction product. The product is: [CH2:1]([O:8][C:9]1[CH:10]=[C:11]2[N:21]([C:22]([C:38]3[NH:39][C:40]4[C:36]([CH:37]=3)=[CH:35][C:34]([O:33][CH3:32])=[CH:42][CH:41]=4)=[O:23])[CH2:20][CH:19]([CH2:29][Cl:30])[C:12]2=[C:13]2[C:18]=1[N:17]=[CH:16][CH:15]=[CH:14]2)[C:2]1[CH:7]=[CH:6][CH:5]=[CH:4][CH:3]=1. (8) Given the reactants [Cl:1][CH2:2][C:3]([CH:5]1[CH:10]=[CH:9][C:8]2[CH:11]=[C:12]([F:15])[CH:13]=[CH:14][C:7]=2[O:6]1)=[O:4].[BH4-].[Na+], predict the reaction product. The product is: [Cl:1][CH2:2][CH:3]([CH:5]1[CH:10]=[CH:9][C:8]2[CH:11]=[C:12]([F:15])[CH:13]=[CH:14][C:7]=2[O:6]1)[OH:4]. (9) Given the reactants Br[C:2]1[N:7]=[C:6]([NH:8][C:9]2[CH:13]=[C:12]([CH:14]3[CH2:16][CH2:15]3)[NH:11][N:10]=2)[C:5]([Cl:17])=[CH:4][N:3]=1.[C-:18]#[N:19].[K+], predict the reaction product. The product is: [Cl:17][C:5]1[C:6]([NH:8][C:9]2[CH:13]=[C:12]([CH:14]3[CH2:16][CH2:15]3)[NH:11][N:10]=2)=[N:7][C:2]([C:18]#[N:19])=[N:3][CH:4]=1. (10) Given the reactants [CH3:1][O:2][C:3]1[CH:8]=[C:7]([CH2:9][OH:10])[CH:6]=[CH:5][N:4]=1.C(N(CC)CC)C.O, predict the reaction product. The product is: [CH3:1][O:2][C:3]1[CH:8]=[C:7]([CH:6]=[CH:5][N:4]=1)[CH:9]=[O:10].